Dataset: Full USPTO retrosynthesis dataset with 1.9M reactions from patents (1976-2016). Task: Predict the reactants needed to synthesize the given product. (1) Given the product [N:15]1([C:12]2[C:13](=[O:14])[NH:8][CH:9]=[C:10]3[CH2:23][N:22]([CH2:24][CH2:25][C:26]4[CH:35]=[CH:34][C:33]5[C:28](=[CH:29][CH:30]=[CH:31][CH:32]=5)[N:27]=4)[C:21](=[O:36])[C:11]=23)[CH2:20][CH2:19][O:18][CH2:17][CH2:16]1, predict the reactants needed to synthesize it. The reactants are: COC1C=CC(C[N:8]2[C:13](=[O:14])[C:12]([N:15]3[CH2:20][CH2:19][O:18][CH2:17][CH2:16]3)=[C:11]3[C:21](=[O:36])[N:22]([CH2:24][CH2:25][C:26]4[CH:35]=[CH:34][C:33]5[C:28](=[CH:29][CH:30]=[CH:31][CH:32]=5)[N:27]=4)[CH2:23][C:10]3=[CH:9]2)=CC=1. (2) Given the product [Cl:26][C:27]1[CH:28]=[C:29]([CH2:33][CH2:34][C:35]([NH:23][CH:20]2[CH2:21][CH2:22][N:17]([CH2:16][C:13]3[CH:14]=[CH:15][N:11]([C:8]4[CH:9]=[CH:10][C:5]([C:4]([F:3])([F:24])[F:25])=[CH:6][CH:7]=4)[CH:12]=3)[CH2:18][CH2:19]2)=[O:36])[CH:30]=[CH:31][CH:32]=1, predict the reactants needed to synthesize it. The reactants are: Cl.Cl.[F:3][C:4]([F:25])([F:24])[C:5]1[CH:10]=[CH:9][C:8]([N:11]2[CH:15]=[CH:14][C:13]([CH2:16][N:17]3[CH2:22][CH2:21][CH:20]([NH2:23])[CH2:19][CH2:18]3)=[CH:12]2)=[CH:7][CH:6]=1.[Cl:26][C:27]1[CH:28]=[C:29]([CH2:33][CH2:34][C:35](O)=[O:36])[CH:30]=[CH:31][CH:32]=1.CCN(C(C)C)C(C)C.CN(C(ON1N=NC2C=CC=NC1=2)=[N+](C)C)C.F[P-](F)(F)(F)(F)F.